From a dataset of Reaction yield outcomes from USPTO patents with 853,638 reactions. Predict the reaction yield, written as a fraction of the theoretical maximum amount of product (1.0 means a 100% yield; for example, 0.34 means a 34% yield). (1) The reactants are [NH2:1][C@@H:2]1[C:11]2[C:6](=[CH:7][CH:8]=[CH:9][CH:10]=2)[C@H:5]([OH:12])[CH2:4][CH2:3]1.[H-].[Na+].F[C:16]1[CH:17]=[CH:18][C:19]2[N:20]([C:22]([N:25]3[CH2:30][CH2:29][CH2:28][CH2:27][C@@H:26]3[CH3:31])=[N:23][N:24]=2)[CH:21]=1.N. The catalyst is CN(C=O)C.CO.C(Cl)Cl. The product is [CH3:31][C@H:26]1[CH2:27][CH2:28][CH2:29][CH2:30][N:25]1[C:22]1[N:20]2[CH:21]=[C:16]([O:12][C@H:5]3[C:6]4[C:11](=[CH:10][CH:9]=[CH:8][CH:7]=4)[C@@H:2]([NH2:1])[CH2:3][CH2:4]3)[CH:17]=[CH:18][C:19]2=[N:24][N:23]=1. The yield is 0.580. (2) The reactants are [C:1]1([C:7]2[C:8]([O:10][C:11](=[O:13])[CH:12]=2)=[O:9])[CH:6]=[CH:5][CH:4]=[CH:3][CH:2]=1.[F-].[Cs+].[C:16]([Si](C)(C)C)([F:19])([F:18])[F:17]. The catalyst is C(#N)C.C(OCC)C. The product is [F:17][C:16]([F:19])([F:18])[C:8](=[O:9])[C:7]([C:1]1[CH:6]=[CH:5][CH:4]=[CH:3][CH:2]=1)=[CH:12][C:11]([OH:10])=[O:13]. The yield is 0.860.